This data is from Reaction yield outcomes from USPTO patents with 853,638 reactions. The task is: Predict the reaction yield, written as a fraction of the theoretical maximum amount of product (1.0 means a 100% yield; for example, 0.34 means a 34% yield). (1) The reactants are [N:1]1[CH:6]=[CH:5][CH:4]=[CH:3][C:2]=1[C:7]1[CH:11]=[CH:10][NH:9][N:8]=1.[H-].[Na+].[CH3:14]I. The catalyst is C1COCC1. The product is [N:1]1[CH:6]=[CH:5][CH:4]=[CH:3][C:2]=1[C:7]1[CH:11]=[CH:10][N:9]([CH3:14])[N:8]=1. The yield is 0.940. (2) The reactants are [NH2:1][CH2:2][C:3]1[CH:4]=[CH:5][C:6]([CH2:11][N:12]([CH2:23][C:24]2[C:29]([CH3:30])=[CH:28][CH:27]=[CH:26][N:25]=2)[C@@H:13]2[C:22]3[C:17](=[CH:18][CH:19]=[CH:20]C=3)[CH2:16][CH2:15][CH2:14]2)=[C:7]([CH2:9][OH:10])[CH:8]=1.[C:31]1([C@H:37]([CH2:41][CH3:42])[C:38]([OH:40])=O)[CH:36]=[CH:35][CH:34]=[CH:33][CH:32]=1.CC[N:45]=C=NCCCN(C)C.C1C=CC2N(O)N=NC=2C=1.CCN(C(C)C)C(C)C. The catalyst is C(Cl)Cl. The product is [OH:10][CH2:9][C:7]1[CH:8]=[C:3]([CH:4]=[CH:5][C:6]=1[CH2:11][N:12]([CH2:23][C:24]1[C:29]([CH3:30])=[CH:28][CH:27]=[CH:26][N:25]=1)[CH:13]1[C:22]2[N:45]=[CH:20][CH:19]=[CH:18][C:17]=2[CH2:16][CH2:15][CH2:14]1)[CH2:2][NH:1][C:38](=[O:40])[CH:37]([C:31]1[CH:32]=[CH:33][CH:34]=[CH:35][CH:36]=1)[CH2:41][CH3:42]. The yield is 0.220.